From a dataset of Merck oncology drug combination screen with 23,052 pairs across 39 cell lines. Regression. Given two drug SMILES strings and cell line genomic features, predict the synergy score measuring deviation from expected non-interaction effect. (1) Cell line: HCT116. Synergy scores: synergy=-3.62. Drug 2: CCc1cnn2c(NCc3ccc[n+]([O-])c3)cc(N3CCCCC3CCO)nc12. Drug 1: CN1C(=O)C=CC2(C)C3CCC4(C)C(NC(=O)OCC(F)(F)F)CCC4C3CCC12. (2) Drug 1: CN(Cc1cnc2nc(N)nc(N)c2n1)c1ccc(C(=O)NC(CCC(=O)O)C(=O)O)cc1. Drug 2: Cn1nnc2c(C(N)=O)ncn2c1=O. Cell line: NCIH23. Synergy scores: synergy=-18.4. (3) Drug 1: CCC1=CC2CN(C1)Cc1c([nH]c3ccccc13)C(C(=O)OC)(c1cc3c(cc1OC)N(C)C1C(O)(C(=O)OC)C(OC(C)=O)C4(CC)C=CCN5CCC31C54)C2. Drug 2: O=C(NOCC(O)CO)c1ccc(F)c(F)c1Nc1ccc(I)cc1F. Cell line: DLD1. Synergy scores: synergy=-0.360. (4) Drug 1: C#Cc1cccc(Nc2ncnc3cc(OCCOC)c(OCCOC)cc23)c1. Drug 2: CNC(=O)c1cc(Oc2ccc(NC(=O)Nc3ccc(Cl)c(C(F)(F)F)c3)cc2)ccn1. Cell line: NCIH520. Synergy scores: synergy=17.3.